Task: Predict the reactants needed to synthesize the given product.. Dataset: Full USPTO retrosynthesis dataset with 1.9M reactions from patents (1976-2016) (1) Given the product [NH2:36][C:37]1([C:41]2[CH:42]=[CH:43][C:44]([C:47]3[C:56](=[O:57])[C:55]4[C:50](=[C:51]([O:58][CH3:59])[CH:52]=[CH:53][CH:54]=4)[O:49][C:48]=3[C:60]3[CH:65]=[CH:64][CH:63]=[CH:62][CH:61]=3)=[CH:45][CH:46]=2)[CH2:38][CH2:39][CH2:40]1, predict the reactants needed to synthesize it. The reactants are: NC1(C2C=CC(C3C(=O)C4C(=CC=C(F)C=4)OC=3C3C=CC=CC=3)=CC=2)CCC1.C(OC(=O)[NH:36][C:37]1([C:41]2[CH:46]=[CH:45][C:44]([C:47]3[C:56](=[O:57])[C:55]4[C:50](=[C:51]([O:58][CH3:59])[CH:52]=[CH:53][CH:54]=4)[O:49][C:48]=3[C:60]3[CH:65]=[CH:64][CH:63]=[CH:62][CH:61]=3)=[CH:43][CH:42]=2)[CH2:40][CH2:39][CH2:38]1)(C)(C)C. (2) Given the product [CH3:13][C@H:14]1[C@H:19]([O:20][C:2]2[CH:12]=[CH:11][C:5]([C:6]([O:8][CH2:9][CH3:10])=[O:7])=[CH:4][CH:3]=2)[CH2:18][C@@H:17]2[CH2:21][C@H:15]1[C:16]2([CH3:22])[CH3:23], predict the reactants needed to synthesize it. The reactants are: I[C:2]1[CH:12]=[CH:11][C:5]([C:6]([O:8][CH2:9][CH3:10])=[O:7])=[CH:4][CH:3]=1.[CH3:13][C@H:14]1[C@H:19]([OH:20])[CH2:18][C@@H:17]2[CH2:21][C@H:15]1[C:16]2([CH3:23])[CH3:22].N1C2C(=CC=C3C=2N=CC=C3)C=CC=1.C(=O)([O-])[O-].[Cs+].[Cs+]. (3) Given the product [Cl:1][C:2]1[CH:7]=[CH:6][C:5]([CH2:8][NH:9][C:10](=[O:15])[C:11]([F:12])([F:14])[F:13])=[CH:4][C:3]=1[C:16]1[NH:20][C:19](=[O:21])[N:18]([C:22]2[CH:31]=[CH:30][C:25]([C:26]([NH:39][C:38]3[CH:40]=[CH:41][CH:42]=[C:36]([C:35]([F:34])([F:43])[F:44])[CH:37]=3)=[O:27])=[C:24]([O:32][CH3:33])[CH:23]=2)[N:17]=1, predict the reactants needed to synthesize it. The reactants are: [Cl:1][C:2]1[CH:7]=[CH:6][C:5]([CH2:8][NH:9][C:10](=[O:15])[C:11]([F:14])([F:13])[F:12])=[CH:4][C:3]=1[C:16]1[NH:20][C:19](=[O:21])[N:18]([C:22]2[CH:31]=[CH:30][C:25]([C:26](OC)=[O:27])=[C:24]([O:32][CH3:33])[CH:23]=2)[N:17]=1.[F:34][C:35]([F:44])([F:43])[C:36]1[CH:37]=[C:38]([CH:40]=[CH:41][CH:42]=1)[NH2:39].C[Al](C)C. (4) Given the product [CH:27]1([N:24]2[CH2:25][CH2:26][CH:21]([C:18]3[CH:19]=[CH:20][C:15]([NH:14][C:7]4[N:6]=[C:5]([NH:4][CH:1]5[CH2:3][CH2:2]5)[C:10]([C:11]([NH2:13])=[O:12])=[CH:9][N:8]=4)=[CH:16][CH:17]=3)[CH2:22][CH2:23]2)[CH2:29][CH2:31][CH2:30][CH2:28]1, predict the reactants needed to synthesize it. The reactants are: [CH:1]1([NH:4][C:5]2[C:10]([C:11]([NH2:13])=[O:12])=[CH:9][N:8]=[C:7]([NH:14][C:15]3[CH:20]=[CH:19][C:18]([CH:21]4[CH2:26][CH2:25][N:24]([CH:27]([CH3:29])[CH3:28])[CH2:23][CH2:22]4)=[CH:17][CH:16]=3)[N:6]=2)[CH2:3][CH2:2]1.[C:30]1(=O)CCC[CH2:31]1.